Dataset: Reaction yield outcomes from USPTO patents with 853,638 reactions. Task: Predict the reaction yield, written as a fraction of the theoretical maximum amount of product (1.0 means a 100% yield; for example, 0.34 means a 34% yield). (1) The reactants are [C:1]([O:5][C:6]([N:8]1[CH2:13][CH2:12][CH:11]([O:14][C:15]2[CH:24]=[C:23]3[C:18]([CH:19]=[N:20][C:21](SC)=[N:22]3)=[CH:17][C:16]=2[Br:27])[CH2:10][CH2:9]1)=[O:7])([CH3:4])([CH3:3])[CH3:2].O[O:29][S:30]([O-:32])=O.[K+].[CH2:34]1COCC1. The catalyst is O. The product is [Br:27][C:16]1[CH:17]=[C:18]2[C:23](=[CH:24][C:15]=1[O:14][CH:11]1[CH2:10][CH2:9][N:8]([C:6]([O:5][C:1]([CH3:4])([CH3:3])[CH3:2])=[O:7])[CH2:13][CH2:12]1)[N:22]=[C:21]([S:30]([CH3:34])(=[O:32])=[O:29])[N:20]=[CH:19]2. The yield is 0.900. (2) The reactants are [Cl-].[NH4+].[CH3:3][C:4]1[N:9]=[CH:8][C:7]([O:10][C:11]2[CH:16]=[CH:15][N:14]=[CH:13][C:12]=2[N+:17]([O-])=O)=[CH:6][CH:5]=1. The catalyst is C(O)C.O.[Fe]. The product is [CH3:3][C:4]1[N:9]=[CH:8][C:7]([O:10][C:11]2[CH:16]=[CH:15][N:14]=[CH:13][C:12]=2[NH2:17])=[CH:6][CH:5]=1. The yield is 0.790. (3) The reactants are [C:1]([C:5]1[O:9][N:8]=[C:7]([NH:10][C:11]([NH:13][C:14]2[CH:19]=[CH:18][CH:17]=[C:16]([OH:20])[CH:15]=2)=[O:12])[CH:6]=1)([CH3:4])([CH3:3])[CH3:2].Cl[C:22]1[C:31]2[C:26](=[CH:27][C:28]([O:37][CH3:38])=[C:29]([O:32][CH2:33][CH2:34][CH2:35][Cl:36])[CH:30]=2)[N:25]=[CH:24][N:23]=1. No catalyst specified. The product is [C:1]([C:5]1[O:9][N:8]=[C:7]([NH:10][C:11]([NH:13][C:14]2[CH:19]=[CH:18][CH:17]=[C:16]([O:20][C:22]3[C:31]4[C:26](=[CH:27][C:28]([O:37][CH3:38])=[C:29]([O:32][CH2:33][CH2:34][CH2:35][Cl:36])[CH:30]=4)[N:25]=[CH:24][N:23]=3)[CH:15]=2)=[O:12])[CH:6]=1)([CH3:4])([CH3:2])[CH3:3]. The yield is 0.550. (4) The reactants are C(OCC)(=O)[CH2:2][C:3]([O:5]CC)=[O:4].[H-].[Na+].Cl[CH2:15][C:16]1[N:17]=[C:18]([C:22]2[CH:27]=[CH:26][CH:25]=[CH:24][CH:23]=2)[O:19][C:20]=1[CH3:21].Cl. The catalyst is O1CCCC1.C(O)(=O)C.O. The product is [CH3:21][C:20]1[O:19][C:18]([C:22]2[CH:27]=[CH:26][CH:25]=[CH:24][CH:23]=2)=[N:17][C:16]=1[CH2:15][CH2:2][C:3]([OH:5])=[O:4]. The yield is 0.400. (5) The reactants are C1(C)C=CC(S(O)(=O)=[O:8])=CC=1.N1C=CC=CC=1.[O:18]1[CH:22]=[CH:21][CH:20]=[C:19]1[CH2:23][O:24][CH2:25][CH2:26][O:27][CH2:28][CH2:29][O:30][CH2:31][CH2:32]C1CCCCO1. The catalyst is C(O)C. The product is [OH:8][CH2:32][CH2:31][O:30][CH2:29][CH2:28][O:27][CH2:26][CH2:25][O:24][CH2:23][C:19]1[O:18][CH:22]=[CH:21][CH:20]=1. The yield is 0.821. (6) The reactants are [Cl:1][C:2]1[C:7]([N:8]2[CH2:13][CH2:12][CH:11]([C:14]3[C:19]([F:20])=[CH:18][CH:17]=[C:16]([F:21])[C:15]=3[O:22][CH:23]([F:25])[F:24])[CH2:10][CH2:9]2)=[CH:6][N:5]=[N:4][C:3]=1[NH:26][NH2:27].C(=O)([O-])[O-].[Na+].[Na+].C1COCC1.[CH:39]1([CH2:42][C:43](Cl)=[O:44])[CH2:41][CH2:40]1. The catalyst is C(OCC)(=O)C.C(=O)(O)[O-].[Na+]. The product is [Cl:1][C:2]1[C:7]([N:8]2[CH2:9][CH2:10][CH:11]([C:14]3[C:19]([F:20])=[CH:18][CH:17]=[C:16]([F:21])[C:15]=3[O:22][CH:23]([F:25])[F:24])[CH2:12][CH2:13]2)=[CH:6][N:5]=[N:4][C:3]=1[NH:26][NH:27][C:43](=[O:44])[CH2:42][CH:39]1[CH2:41][CH2:40]1. The yield is 0.306.